Dataset: Forward reaction prediction with 1.9M reactions from USPTO patents (1976-2016). Task: Predict the product of the given reaction. (1) Given the reactants CC1C=C(N2CCN(CCOC3C=CC=CC=3)C2=O)SC=1C(O)=O.[F:25][C:26]1[CH:47]=[CH:46][C:29]([CH2:30][N:31]2[CH2:35][CH2:34][N:33]([C:36]3[S:40][C:39]([C:41](O)=[O:42])=[C:38]([CH3:44])[CH:37]=3)[C:32]2=[O:45])=[CH:28][CH:27]=1.C(O)(=O)C(O)=O.[C:54]1([C:60]2[O:64][C:63]([CH2:65][NH2:66])=[N:62][N:61]=2)[CH:59]=[CH:58][CH:57]=[CH:56][CH:55]=1, predict the reaction product. The product is: [F:25][C:26]1[CH:47]=[CH:46][C:29]([CH2:30][N:31]2[CH2:35][CH2:34][N:33]([C:36]3[S:40][C:39]([C:41]([NH:66][CH2:65][C:63]4[O:64][C:60]([C:54]5[CH:55]=[CH:56][CH:57]=[CH:58][CH:59]=5)=[N:61][N:62]=4)=[O:42])=[C:38]([CH3:44])[CH:37]=3)[C:32]2=[O:45])=[CH:28][CH:27]=1. (2) The product is: [F:52][CH:2]([F:1])[C:3]1[C:7]([C:8]#[N:54])=[C:6]([N:10]2[CH2:50][CH2:49][C:13]3[N:14]=[C:15]([C:28]4[C:36]([CH3:37])=[CH:35][CH:34]=[C:33]5[C:29]=4[C:30]([CH3:48])=[N:31][NH:32]5)[N:16]=[C:17]([N:18]4[CH2:23][CH2:22][C@@H:21]([O:24][CH3:25])[C:20]([CH3:26])([CH3:27])[CH2:19]4)[C:12]=3[CH2:11]2)[N:5]([CH3:51])[N:4]=1. Given the reactants [F:1][CH:2]([F:52])[C:3]1[C:7]([CH:8]=O)=[C:6]([N:10]2[CH2:50][CH2:49][C:13]3[N:14]=[C:15]([C:28]4[C:36]([CH3:37])=[CH:35][CH:34]=[C:33]5[C:29]=4[C:30]([CH3:48])=[N:31][N:32]5S(C4C=CC(C)=CC=4)(=O)=O)[N:16]=[C:17]([N:18]4[CH2:23][CH2:22][C@@H:21]([O:24][CH3:25])[C:20]([CH3:27])([CH3:26])[CH2:19]4)[C:12]=3[CH2:11]2)[N:5]([CH3:51])[N:4]=1.Cl.[NH2:54]O.CS(C)=O.C(=O)([O-])[O-].[K+].[K+], predict the reaction product. (3) Given the reactants F[C:2]1[CH:11]=[C:10]([F:12])[CH:9]=[C:8]2[C:3]=1[CH:4]=[CH:5][C:6]([CH3:13])=[N:7]2.[CH3:14][S-:15].[Na+], predict the reaction product. The product is: [F:12][C:10]1[CH:9]=[C:8]2[C:3]([CH:4]=[CH:5][C:6]([CH3:13])=[N:7]2)=[C:2]([S:15][CH3:14])[CH:11]=1. (4) Given the reactants [OH-].[Ca+2:2].[OH-].[Ca].S(=O)=[O:6].[S:8](=[O:11])(=[O:10])=[O:9], predict the reaction product. The product is: [S:8]([O-:11])([O-:10])=[O:9].[Ca+2:2].[S:8]([O-:6])([O-:11])(=[O:10])=[O:9].[Ca+2:2]. (5) Given the reactants C([O:3][C:4](=[O:38])[CH2:5][O:6][C:7]1[CH:12]=[C:11]([CH:13]2[CH2:18][CH2:17][CH2:16][N:15]([C:19]([C:21]3[S:25][C:24]([C:26]4[CH:31]=[CH:30][C:29]([C:32]([F:35])([F:34])[F:33])=[CH:28][CH:27]=4)=[N:23][C:22]=3[CH3:36])=[O:20])[CH2:14]2)[CH:10]=[CH:9][C:8]=1[CH3:37])C.C(=O)([O-])[O-].[K+].[K+].CO, predict the reaction product. The product is: [CH3:37][C:8]1[CH:9]=[CH:10][C:11]([C@@H:13]2[CH2:18][CH2:17][CH2:16][N:15]([C:19]([C:21]3[S:25][C:24]([C:26]4[CH:27]=[CH:28][C:29]([C:32]([F:35])([F:33])[F:34])=[CH:30][CH:31]=4)=[N:23][C:22]=3[CH3:36])=[O:20])[CH2:14]2)=[CH:12][C:7]=1[O:6][CH2:5][C:4]([OH:38])=[O:3]. (6) Given the reactants [F:1][C:2]1[CH:7]=[CH:6][CH:5]=[CH:4][C:3]=1[C:8]([C:16]1[CH:21]=[CH:20][C:19]([F:22])=[CH:18][CH:17]=1)([C:10]1[CH:15]=[CH:14][CH:13]=[CH:12][CH:11]=1)O.C([Cl:26])(=O)C, predict the reaction product. The product is: [F:1][C:2]1[CH:7]=[CH:6][CH:5]=[CH:4][C:3]=1[C:8]([C:16]1[CH:21]=[CH:20][C:19]([F:22])=[CH:18][CH:17]=1)([C:10]1[CH:15]=[CH:14][CH:13]=[CH:12][CH:11]=1)[Cl:26]. (7) The product is: [OH:1][CH2:2][C:3]1[NH:4][C:5]([C:9]2[C:10]([CH3:19])=[CH:11][C:12]([CH3:18])=[C:13]([CH:17]=2)[C:14]([N:41]2[CH2:44][CH:43]([C:45]3[CH:52]=[CH:51][C:48]([C:49]#[N:50])=[CH:47][CH:46]=3)[CH2:42]2)=[O:16])=[C:6]([CH3:8])[N:7]=1. Given the reactants [OH:1][CH2:2][C:3]1[NH:4][C:5]([C:9]2[C:10]([CH3:19])=[CH:11][C:12]([CH3:18])=[C:13]([CH:17]=2)[C:14]([OH:16])=O)=[C:6]([CH3:8])[N:7]=1.C(CC1NC(C2C(C)=CC(C)=C(C=2)C(O)=O)=C(C)N=1)#N.Cl.[NH:41]1[CH2:44][CH:43]([C:45]2[CH:52]=[CH:51][C:48]([C:49]#[N:50])=[CH:47][CH:46]=2)[CH2:42]1.Cl.FC1(C2C=CC(C#N)=CC=2)CNC1, predict the reaction product.